Task: Predict hERG channel inhibition at various concentrations.. Dataset: hERG Central: cardiac toxicity at 1µM, 10µM, and general inhibition (1) The compound is CC1CCN(S(=O)(=O)c2ccc3c(c2)N(CC(=O)NCc2cccnc2)C(=O)CS3)CC1. Results: hERG_inhib (hERG inhibition (general)): blocker. (2) The molecule is CCOc1ccc(CN(C)CC(=O)NCc2ccc(F)cc2)cc1. Results: hERG_inhib (hERG inhibition (general)): blocker. (3) The compound is CC(=NCCN1CCN(C(C)=C2C(=O)c3ccccc3C2=O)CC1)C1=C(O)CC(C)(C)CC1=O. Results: hERG_inhib (hERG inhibition (general)): blocker. (4) The compound is CSc1cccc(NC(=S)N2CCC(N(C)C3CCCCCC3)CC2)c1. Results: hERG_inhib (hERG inhibition (general)): blocker. (5) The drug is CN(CCOc1ccc(Cl)cc1)C(=O)C1CCN(C(=O)c2ccc(Cl)cc2)CC1. Results: hERG_inhib (hERG inhibition (general)): blocker.